Binary Classification. Given a miRNA mature sequence and a target amino acid sequence, predict their likelihood of interaction. From a dataset of Experimentally validated miRNA-target interactions with 360,000+ pairs, plus equal number of negative samples. (1) The miRNA is hsa-miR-4767 with sequence CGCGGGCGCUCCUGGCCGCCGCC. The protein sequence of the target gene is MFKRMAEFGPDSGGRVKGVTIVKPIVYGNVARYFGKKREEDGHTHQWTVYVKPYRNEDMSAYVKKIQFKLHESYGNPLRVVTKPPYEITETGWGEFEIIIKIFFIDPNERPVTLYHLLKLFQSDTNAMLGKKTVVSEFYDEMIFQDPTAMMQQLLTTSRQLTLGAYKHETEFAELEVKTREKLEAAKKKTSFEIAELKERLKASRETINCLKNEIRKLEEDDQTKDI. Result: 0 (no interaction). (2) The miRNA is hsa-miR-7-1-3p with sequence CAACAAAUCACAGUCUGCCAUA. The protein sequence of the target gene is MEPITFTARKHLLSNEVSVDFGLQLVGSLPVHSLTTMPMLPWVVAEVRRLSRQSTRKEPVTKQVRLCVSPSGLRCEPEPGRSQQWDPLIYSSIFECKPQRVHKLIHNSHDPSYFACLIKEDAVHRQSICYVFKADDQTKVPEIISSIRQAGKIARQEELHCPSEFDDTFSKKFEVLFCGRVTVAHKKAPPALIDECIEKFNHVSGSRGSESPRPNPPHAAPTGSQEPVRRPMRKSFSQPGLRSLAFRKELQDGGLRSSGFFSSFEESDIENHLISGHNIVQPTDIEENRTMLFTIGQSEV.... Result: 1 (interaction). (3) Result: 0 (no interaction). The protein sequence of the target gene is MANGGGGGGGSSGGGGGGGGGSGLRMSSNIHANNLSLDASSSSSSSSSSSSSSSSSSSSSVHEPKMDALIIPVTMEVPCDSRGQRMWWAFLASSMVTFFGGLFIILLWRTLKYLWTVCCHCGGKTKEAQKINNGSSQADGTLKPVDEKEEVVAAEVGWMTSVKDWAGVMISAQTLTGRVLVVLVFALSIGALVIYFIDSSNPIESCQNFYKDFTLQIDMAFNVFFLLYFGLRFIAANDKLWFWLEVNSVVDFFTVPPVFVSVYLNRSWLGLRFLRALRLIQFSEILQFLNILKTSNSIKL.... The miRNA is mmu-miR-199b-3p with sequence ACAGUAGUCUGCACAUUGGUUA. (4) The miRNA is hsa-miR-301b-5p with sequence GCUCUGACGAGGUUGCACUACU. The protein sequence of the target gene is MHRASLICRLASPSRINAIRNASSGKSHISASTLVQHRNQSVAAAVKHEPFLNGSSSIYIEQMYEAWLQDPSSVHTSWDAYFRNVEAGAGPGQAFQAPPATAYAGALGVSPAAAQVTTSSAPATRLDTNASVQSISDHLKIQLLIRSYQTRGHNIADLDPLGINSADLDDTIPPELELSFYGLGERDLDREFLLPPTTFISEKKSLTLREILQRLKDIYCTSTGVEYMHLNNLEQQDWIRRRFEAPRVTELSHDQKKVLFKRLIRSTKFEEFLAKKWPSEKRFGLEGCEVLIPAMKQVID.... Result: 0 (no interaction). (5) The miRNA is hsa-miR-6771-3p with sequence CAAACCCCUGUCUACCCGCAG. The protein sequence of the target gene is MATSEPAESDAVRAKEWEQLEPVQRDVYKDTKLENCSNPASMGNQDPKQDIVSVLEEEEPSSGKGKKASPSSLKKIARPKTAGTSAKLQQDDEHREEKQKSQSKLTKEVTLRKKSSNSKKSSEYGLLENKSLHSKHTPSEKKLLKSSSRGKNSNQNSDSLKKKPDTANDHRKSLSHSASDVNKDEIPTRKKCDKLPNNKLSDKGDKNQTSKKCEKVCRHSASHTKEDKIQTGEKRKSHCRTPSKPEKAPGSGKPYECNHCGKVLSHKQGLLDHQRTHTGEKPYECNECGIAFSQKSHLVV.... Result: 0 (no interaction).